This data is from TCR-epitope binding with 47,182 pairs between 192 epitopes and 23,139 TCRs. The task is: Binary Classification. Given a T-cell receptor sequence (or CDR3 region) and an epitope sequence, predict whether binding occurs between them. (1) The TCR CDR3 sequence is CASSQVGGSYNEQFF. The epitope is SLFNTVATLY. Result: 0 (the TCR does not bind to the epitope). (2) The epitope is KLWAQCVQL. The TCR CDR3 sequence is CASSSDNSNYGYTF. Result: 1 (the TCR binds to the epitope). (3) The epitope is WICLLQFAY. The TCR CDR3 sequence is CASSERIYYTEAFF. Result: 1 (the TCR binds to the epitope). (4) Result: 0 (the TCR does not bind to the epitope). The epitope is IQYIDIGNY. The TCR CDR3 sequence is CASSSTSGTPNDEQFF. (5) The epitope is YLQPRTFLL. Result: 1 (the TCR binds to the epitope). The TCR CDR3 sequence is CAAAERNTGELFF. (6) The epitope is LPRRSGAAGA. The TCR CDR3 sequence is CASSYSDSNYEQYF. Result: 1 (the TCR binds to the epitope). (7) The epitope is LEPLVDLPI. The TCR CDR3 sequence is CSVEGDRDQGGANVLTF. Result: 1 (the TCR binds to the epitope).